Dataset: Reaction yield outcomes from USPTO patents with 853,638 reactions. Task: Predict the reaction yield, written as a fraction of the theoretical maximum amount of product (1.0 means a 100% yield; for example, 0.34 means a 34% yield). (1) The reactants are C[O:2][C:3](=O)[C@H:4]([NH:15][C:16]([C:18]1[C:26]2[O:25][CH:24]([CH:27]=[CH2:28])[CH2:23][C:22]=2[CH:21]=[C:20]([C:29]2[CH:34]=[CH:33][C:32]([O:35][CH3:36])=[C:31]([O:37][CH3:38])[CH:30]=2)[CH:19]=1)=[O:17])[CH2:5][C:6]1[C:14]2[C:9](=[CH:10][CH:11]=[CH:12][CH:13]=2)[NH:8][CH:7]=1.[BH4-].[Li+]. The catalyst is C1COCC1. The product is [OH:2][CH2:3][C@H:4]([NH:15][C:16]([C:18]1[C:26]2[O:25][CH:24]([CH:27]=[CH2:28])[CH2:23][C:22]=2[CH:21]=[C:20]([C:29]2[CH:34]=[CH:33][C:32]([O:35][CH3:36])=[C:31]([O:37][CH3:38])[CH:30]=2)[CH:19]=1)=[O:17])[CH2:5][C:6]1[C:14]2[C:9](=[CH:10][CH:11]=[CH:12][CH:13]=2)[NH:8][CH:7]=1. The yield is 0.800. (2) The reactants are [Br-].[C:2]([CH2:5][CH:6]([CH3:27])[CH2:7][P+](C1C=CC=CC=1)(C1C=CC=CC=1)C1C=CC=CC=1)([OH:4])=[O:3].CC([O-])(C)C.[K+].[Cl:34][C:35]1[CH:36]=[C:37]([CH:40]=[CH:41][CH:42]=1)[CH:38]=O. The catalyst is CS(C)=O. The product is [Cl:34][C:35]1[CH:36]=[C:37]([CH2:38][CH2:7][CH:6]([CH3:27])[CH2:5][C:2]([OH:4])=[O:3])[CH:40]=[CH:41][CH:42]=1. The yield is 0.450.